Dataset: Reaction yield outcomes from USPTO patents with 853,638 reactions. Task: Predict the reaction yield, written as a fraction of the theoretical maximum amount of product (1.0 means a 100% yield; for example, 0.34 means a 34% yield). (1) The reactants are [CH3:1][O:2][C:3]1[CH:8]=[CH:7][C:6]([N:9]2[CH:13]=[CH:12][CH:11]=[N:10]2)=[CH:5][CH:4]=1.[Br:14]N1C(=O)CCC1=O. The catalyst is O1CCCC1. The product is [Br:14][C:12]1[CH:11]=[N:10][N:9]([C:6]2[CH:5]=[CH:4][C:3]([O:2][CH3:1])=[CH:8][CH:7]=2)[CH:13]=1. The yield is 0.840. (2) The reactants are O[C:2]1([C:23]2[CH:28]=[CH:27][CH:26]=[C:25]([CH:29]([CH3:31])[CH3:30])[CH:24]=2)[C:6]2[CH:7]=[C:8]([NH:13][C:14](=[O:20])[CH2:15][C:16]([CH3:19])([CH3:18])[CH3:17])[C:9]([CH3:12])=[C:10]([CH3:11])[C:5]=2[O:4][C:3]1([CH3:22])[CH3:21]. The catalyst is C(OCC)(=O)C.CCCCCC. The product is [CH:29]([C:25]1[CH:24]=[C:23]([CH:2]2[C:6]3[CH:7]=[C:8]([NH:13][C:14](=[O:20])[CH2:15][C:16]([CH3:19])([CH3:18])[CH3:17])[C:9]([CH3:12])=[C:10]([CH3:11])[C:5]=3[O:4][C:3]2([CH3:22])[CH3:21])[CH:28]=[CH:27][CH:26]=1)([CH3:30])[CH3:31]. The yield is 0.650. (3) The reactants are Br[C:2]1[CH:7]=[CH:6][C:5](/[CH:8]=[CH:9]/[C:10]2[NH:11][CH:12]=[C:13]([C:15]3[CH:20]=[CH:19][C:18]([Cl:21])=[CH:17][C:16]=3[Cl:22])[N:14]=2)=[CH:4][CH:3]=1.[CH3:23][O:24][C:25]1[CH:30]=[CH:29][CH:28]=[CH:27][C:26]=1B(O)O. No catalyst specified. The product is [Cl:22][C:16]1[CH:17]=[C:18]([Cl:21])[CH:19]=[CH:20][C:15]=1[C:13]1[N:14]=[C:10](/[CH:9]=[CH:8]/[C:5]2[CH:6]=[CH:7][C:2]([C:26]3[CH:27]=[CH:28][CH:29]=[CH:30][C:25]=3[O:24][CH3:23])=[CH:3][CH:4]=2)[NH:11][CH:12]=1. The yield is 0.570. (4) The reactants are Br[C:2]1[CH:6]=[CH:5][S:4][C:3]=1[C:7]1[S:8][CH:9]=[CH:10][CH:11]=1.C([Li])CCC.[CH3:17][CH2:18][CH2:19][CH2:20][CH2:21][C:22](=[O:28])[CH2:23][CH2:24][CH2:25][CH2:26][CH3:27]. The catalyst is C(OCC)C. The product is [S:4]1[CH:5]=[CH:6][C:2]([C:22]([OH:28])([CH2:23][CH2:24][CH2:25][CH2:26][CH3:27])[CH2:21][CH2:20][CH2:19][CH2:18][CH3:17])=[C:3]1[C:7]1[S:8][CH:9]=[CH:10][CH:11]=1. The yield is 0.620. (5) The reactants are CC1(C)[O:6][C:5](=[CH:7][C:8]([N:10]([CH2:13][C:14]2[CH:19]=[CH:18][C:17]([CH3:20])=[C:16]([F:21])[CH:15]=2)[O:11][CH3:12])=[O:9])[C:4](=O)[O:3]1.[CH3:24][S:25]([NH2:28])(=[O:27])=[O:26]. No catalyst specified. The product is [F:21][C:16]1[CH:15]=[C:14]([CH:19]=[CH:18][C:17]=1[CH3:20])[CH2:13][N:10]([O:11][CH3:12])[C:8](=[O:9])[CH:7]=[C:5]([OH:6])[C:4]([NH:28][S:25]([CH3:24])(=[O:27])=[O:26])=[O:3]. The yield is 0.680. (6) No catalyst specified. The product is [CH3:22][C:23]1[N:24]=[CH:25][N:26]([C:2]2[CH:3]=[C:4]3[C:9](=[CH:10][C:11]=2[N+:12]([O-:14])=[O:13])[NH:8][C:7](=[O:15])[N:6]([NH:16][S:17]([CH3:20])(=[O:19])=[O:18])[C:5]3=[O:21])[C:27]=1[CH3:28]. The yield is 0.480. The reactants are F[C:2]1[CH:3]=[C:4]2[C:9](=[CH:10][C:11]=1[N+:12]([O-:14])=[O:13])[NH:8][C:7](=[O:15])[N:6]([NH:16][S:17]([CH3:20])(=[O:19])=[O:18])[C:5]2=[O:21].[CH3:22][C:23]1[N:24]=[CH:25][NH:26][C:27]=1[CH3:28]. (7) The reactants are FC1C=C(CN)C=NC=1.[CH3:10][C:11]1[N:16]=[C:15]([CH2:17][NH2:18])[CH:14]=[N:13][CH:12]=1.[CH2:19]([N:23]1[CH2:27][CH2:26][N:25]([C:28]2[S:29][C:30]([C:34](O)=[O:35])=[C:31]([CH3:33])[N:32]=2)[C:24]1=[O:37])[CH:20]([CH3:22])[CH3:21]. No catalyst specified. The product is [CH2:19]([N:23]1[CH2:27][CH2:26][N:25]([C:28]2[S:29][C:30]([C:34]([NH:18][CH2:17][C:15]3[CH:14]=[N:13][CH:12]=[C:11]([CH3:10])[N:16]=3)=[O:35])=[C:31]([CH3:33])[N:32]=2)[C:24]1=[O:37])[CH:20]([CH3:22])[CH3:21]. The yield is 0.460.